Dataset: Reaction yield outcomes from USPTO patents with 853,638 reactions. Task: Predict the reaction yield, written as a fraction of the theoretical maximum amount of product (1.0 means a 100% yield; for example, 0.34 means a 34% yield). The reactants are [CH3:1][O:2][C:3]1[CH:12]=[CH:11][C:10]2[C:5](=[C:6]([C:13](=[CH2:18])[C:14]([O:16][CH3:17])=[O:15])[CH:7]=[CH:8][CH:9]=2)[N:4]=1.[NH:19]1[CH2:24][CH2:23][CH:22]([NH:25][C:26](=[O:32])[O:27][C:28]([CH3:31])([CH3:30])[CH3:29])[CH2:21][CH2:20]1. The catalyst is CN(C=O)C.CN(C)C(=N)N(C)C. The product is [CH3:31][C:28]([O:27][C:26]([NH:25][CH:22]1[CH2:21][CH2:20][N:19]([CH2:18][CH:13]([C:6]2[CH:7]=[CH:8][CH:9]=[C:10]3[C:5]=2[N:4]=[C:3]([O:2][CH3:1])[CH:12]=[CH:11]3)[C:14]([O:16][CH3:17])=[O:15])[CH2:24][CH2:23]1)=[O:32])([CH3:29])[CH3:30]. The yield is 0.790.